Dataset: Catalyst prediction with 721,799 reactions and 888 catalyst types from USPTO. Task: Predict which catalyst facilitates the given reaction. (1) Reactant: Br.[NH2:2][C:3]1[CH:15]=[C:14]2[C:6]([C:7]3[C:8]([Br:19])=[CH:9][CH:10]=[C:11]([C:16]([NH2:18])=[O:17])[C:12]=3[NH:13]2)=[CH:5][CH:4]=1.[CH3:20][C:21]1([CH3:27])[CH2:25][CH2:24][O:23][C:22]1=[O:26].C[Al](C)C.O. Product: [Br:19][C:8]1[C:7]2[C:6]3[C:14](=[CH:15][C:3]([NH:2][C:22](=[O:26])[C:21]([CH3:27])([CH3:20])[CH2:25][CH2:24][OH:23])=[CH:4][CH:5]=3)[NH:13][C:12]=2[C:11]([C:16]([NH2:18])=[O:17])=[CH:10][CH:9]=1. The catalyst class is: 1. (2) Reactant: CCCP1(OP(CCC)(=O)OP(CCC)(=O)O1)=O.[CH:19]([N:22](C(C)C)CC)(C)C.CN.[Cl:30][C:31]1[CH:36]=[CH:35][C:34]([C:37]2[N:38]=[C:39]3[CH:44]=[CH:43][C:42]([C:45]([O-])=[O:46])=[CH:41][N:40]3[C:48]=2[CH2:49][OH:50])=[CH:33][CH:32]=1.[Na+]. Product: [Cl:30][C:31]1[CH:32]=[CH:33][C:34]([C:37]2[N:38]=[C:39]3[CH:44]=[CH:43][C:42]([C:45]([NH:22][CH3:19])=[O:46])=[CH:41][N:40]3[C:48]=2[CH2:49][OH:50])=[CH:35][CH:36]=1. The catalyst class is: 3.